This data is from Reaction yield outcomes from USPTO patents with 853,638 reactions. The task is: Predict the reaction yield, written as a fraction of the theoretical maximum amount of product (1.0 means a 100% yield; for example, 0.34 means a 34% yield). The reactants are [NH2:1][C:2]1[CH:3]=[CH:4][C:5]([F:32])=[C:6]([C@:8]23[CH2:16][O:15][C@H:14]([C:17]([CH:20]4[CH2:22][CH2:21]4)([F:19])[F:18])[C@H:13]2[CH2:12][S:11][C:10]([NH:23][C:24](=[O:31])[C:25]2[CH:30]=[CH:29][CH:28]=[CH:27][CH:26]=2)=[N:9]3)[CH:7]=1.[N:33]1([C:38]2[N:39]=[CH:40][C:41]([C:44](O)=[O:45])=[N:42][CH:43]=2)[CH:37]=[N:36][CH:35]=[N:34]1.C1C=CC2N(O)N=NC=2C=1.C(N(CC)C(C)C)(C)C.CCN=C=NCCCN(C)C. The catalyst is ClCCl.C(OCC)(=O)C.O.[OH-].[Na+].CN(C)C=O. The product is [C:24]([NH:23][C:10]1[S:11][CH2:12][C@@H:13]2[C@@H:14]([C:17]([CH:20]3[CH2:22][CH2:21]3)([F:18])[F:19])[O:15][CH2:16][C@:8]2([C:6]2[CH:7]=[C:2]([NH:1][C:44]([C:41]3[CH:40]=[N:39][C:38]([N:33]4[CH:37]=[N:36][CH:35]=[N:34]4)=[CH:43][N:42]=3)=[O:45])[CH:3]=[CH:4][C:5]=2[F:32])[N:9]=1)(=[O:31])[C:25]1[CH:26]=[CH:27][CH:28]=[CH:29][CH:30]=1. The yield is 0.690.